This data is from Catalyst prediction with 721,799 reactions and 888 catalyst types from USPTO. The task is: Predict which catalyst facilitates the given reaction. (1) Reactant: [F:1][C:2]([F:32])([F:31])[C:3]1[CH:4]=[C:5]([C@@H:9]([NH:13][C:14]([C:16]2[CH:17]=[N:18][N:19]([C:24]3[CH:29]=[CH:28][C:27]([Cl:30])=[CH:26][CH:25]=3)[C:20]=2[CH2:21][O:22]C)=[O:15])[CH2:10][CH2:11][CH3:12])[CH:6]=[CH:7][CH:8]=1.B(Br)(Br)Br. Product: [F:31][C:2]([F:1])([F:32])[C:3]1[CH:4]=[C:5]([C@@H:9]([NH:13][C:14]([C:16]2[CH:17]=[N:18][N:19]([C:24]3[CH:29]=[CH:28][C:27]([Cl:30])=[CH:26][CH:25]=3)[C:20]=2[CH2:21][OH:22])=[O:15])[CH2:10][CH2:11][CH3:12])[CH:6]=[CH:7][CH:8]=1. The catalyst class is: 2. (2) Reactant: Br[C:2]1[C:3]2[C:7]([CH:8]=[CH:9][CH:10]=1)=[N:6][N:5]1[C:11]([CH:16]3[CH2:21][CH2:20][N:19]([C:22]([O:24][C:25]([CH3:28])([CH3:27])[CH3:26])=[O:23])[CH2:18][CH2:17]3)=[CH:12][C:13](=[O:15])[NH:14][C:4]=21.[CH3:29][C:30]1[CH:35]=[CH:34][CH:33]=[CH:32][C:31]=1B(O)O.P([O-])([O-])([O-])=O.[K+].[K+].[K+]. Product: [CH3:29][C:30]1[CH:35]=[CH:34][CH:33]=[CH:32][C:31]=1[C:2]1[C:3]2[C:7]([CH:8]=[CH:9][CH:10]=1)=[N:6][N:5]1[C:11]([CH:16]3[CH2:17][CH2:18][N:19]([C:22]([O:24][C:25]([CH3:26])([CH3:27])[CH3:28])=[O:23])[CH2:20][CH2:21]3)=[CH:12][C:13](=[O:15])[NH:14][C:4]=21. The catalyst class is: 30. (3) Reactant: [Cl:1][C:2]1[CH:3]=[C:4]([CH:24]=[CH:25][C:26]=1[F:27])[CH2:5][N:6]1[CH2:15][CH2:14][C:13]2[C:12]([C:16]([N:18]([CH3:20])[CH3:19])=[O:17])=[N:11][C:10]([OH:21])=[C:9]([OH:22])[C:8]=2[C:7]1=[O:23].C[O-].[Mg+2].C[O-].Br[CH2:34][CH2:35]Cl.[NH:37]1[CH2:41][CH2:40][CH2:39][CH2:38]1.[I-].[Na+]. Product: [Cl:1][C:2]1[CH:3]=[C:4]([CH:24]=[CH:25][C:26]=1[F:27])[CH2:5][N:6]1[CH2:15][CH2:14][C:13]2[C:8](=[C:9]([OH:22])[C:10](=[O:21])[N:11]([CH2:39][CH2:38][N:37]3[CH2:35][CH2:34][CH2:40][CH2:41]3)[C:12]=2[C:16]([N:18]([CH3:20])[CH3:19])=[O:17])[C:7]1=[O:23]. The catalyst class is: 816. (4) Reactant: [CH3:1][N:2]([CH3:10])[C:3]1[CH:8]=[CH:7][C:6]([NH2:9])=[CH:5][CH:4]=1.CO.[S:13]([O-])([O-:16])(=[O:15])=[S:14].[Na+].[Na+].S(OOS([O-])(=O)=O)([O-])(=O)=O.[Na+].[Na+]. Product: [NH2:9][C:6]1[CH:7]=[CH:8][C:3]([N:2]([CH3:10])[CH3:1])=[CH:4][C:5]=1[S:13]([OH:16])(=[O:15])=[S:14]. The catalyst class is: 6.